This data is from Forward reaction prediction with 1.9M reactions from USPTO patents (1976-2016). The task is: Predict the product of the given reaction. (1) Given the reactants N[C@@H]1CCCCN(CC2CC2)C1=O.[CH:14]1([CH2:17][N:18]2[CH2:24][CH2:23][CH2:22][CH2:21][C@H:20]([NH:25][C:26](=[O:32])OC(C)(C)C)[C:19]2=[O:33])[CH2:16][CH2:15]1.C(O)(C(F)(F)F)=O.ClC(OC1C=CC([N+]([O-])=O)=CC=1)=O.C(N(C(C)C)CC)(C)C.[Cl:63][C:64]1[CH:73]=[C:72]2[C:67]([C:68]([N:75]3[CH2:80][CH2:79][NH:78][CH2:77][CH2:76]3)=[CH:69][C:70]([NH2:74])=[N:71]2)=[CH:66][CH:65]=1, predict the reaction product. The product is: [NH2:74][C:70]1[CH:69]=[C:68]([N:75]2[CH2:76][CH2:77][N:78]([C:26]([NH:25][C@H:20]3[CH2:21][CH2:22][CH2:23][CH2:24][N:18]([CH2:17][CH:14]4[CH2:15][CH2:16]4)[C:19]3=[O:33])=[O:32])[CH2:79][CH2:80]2)[C:67]2[C:72](=[CH:73][C:64]([Cl:63])=[CH:65][CH:66]=2)[N:71]=1. (2) Given the reactants [Si]([O:8][CH2:9][CH2:10][CH2:11][C@@:12]1([C:35]2[CH:40]=[CH:39][C:38]([F:41])=[CH:37][CH:36]=2)[O:17][C:16](=[O:18])[N:15]([C@H:19]([C:21]2[CH:26]=[CH:25][C:24]([C:27]3[CH:32]=[CH:31][C:30](=[O:33])[N:29]([CH3:34])[CH:28]=3)=[CH:23][CH:22]=2)[CH3:20])[CH2:14][CH2:13]1)(C(C)(C)C)(C)C.CCCC[N+](CCCC)(CCCC)CCCC.[F-], predict the reaction product. The product is: [F:41][C:38]1[CH:39]=[CH:40][C:35]([C@:12]2([CH2:11][CH2:10][CH2:9][OH:8])[O:17][C:16](=[O:18])[N:15]([C@H:19]([C:21]3[CH:26]=[CH:25][C:24]([C:27]4[CH:32]=[CH:31][C:30](=[O:33])[N:29]([CH3:34])[CH:28]=4)=[CH:23][CH:22]=3)[CH3:20])[CH2:14][CH2:13]2)=[CH:36][CH:37]=1. (3) Given the reactants [CH2:1]([O:3][C:4]([C:6]1[NH:15][C:9]2=[N:10][C:11]([Br:14])=[CH:12][CH:13]=[C:8]2[CH:7]=1)=[O:5])[CH3:2].[C:16]([O:20][C:21]([N:23]1[CH2:27][C@H:26]([CH3:28])OS1(=O)=O)=[O:22])([CH3:19])([CH3:18])[CH3:17], predict the reaction product. The product is: [CH2:1]([O:3][C:4]([C:6]1[N:15]([C@H:26]([CH3:28])[CH2:27][NH:23][C:21]([O:20][C:16]([CH3:19])([CH3:18])[CH3:17])=[O:22])[C:9]2=[N:10][C:11]([Br:14])=[CH:12][CH:13]=[C:8]2[CH:7]=1)=[O:5])[CH3:2]. (4) Given the reactants Br[C:2]1[N:7]=[C:6]([NH2:8])[CH:5]=[CH:4][C:3]=1[F:9].[CH3:10][C:11]1(C)[C:15](C)(C)OB(C(C)=C)O1.P([O-])([O-])([O-])=O.[K+].[K+].[K+], predict the reaction product. The product is: [F:9][C:3]1[CH:4]=[CH:5][C:6]([NH2:8])=[N:7][C:2]=1[C:11]([CH3:15])=[CH2:10]. (5) Given the reactants [C:1]([C:5]1[C:10]([C:11]([OH:13])=[O:12])=[CH:9][C:8]([C:14]([OH:16])=[O:15])=[C:7]([C:17]([CH3:20])([CH3:19])[CH3:18])[C:6]=1[CH2:21]Br)([CH3:4])([CH3:3])[CH3:2].[CH2:23]([NH2:25])[CH3:24].O.C(OCC)(=O)C, predict the reaction product. The product is: [C:1]([C:5]1[C:10]([C:11]([OH:13])=[O:12])=[CH:9][C:8]([C:14]([OH:16])=[O:15])=[C:7]([C:17]([CH3:20])([CH3:19])[CH3:18])[C:6]=1[CH2:21][NH:25][CH2:23][CH3:24])([CH3:4])([CH3:3])[CH3:2]. (6) Given the reactants CS(O[CH2:6][CH2:7][CH2:8][N:9]([C:26]1[CH:31]=[CH:30][C:29]([NH:32][C:33]([NH:35][C:36]2[CH:41]=[CH:40][CH:39]=[CH:38][CH:37]=2)=[O:34])=[CH:28][CH:27]=1)[S:10]([C:13]1[CH:14]=[C:15]([C:19]2[CH:24]=[CH:23][C:22]([F:25])=[CH:21][CH:20]=2)[CH:16]=[CH:17][CH:18]=1)(=[O:12])=[O:11])(=O)=O.[CH3:42][NH:43][CH3:44], predict the reaction product. The product is: [CH3:42][N:43]([CH3:44])[CH2:6][CH2:7][CH2:8][N:9]([C:26]1[CH:27]=[CH:28][C:29]([NH:32][C:33]([NH:35][C:36]2[CH:41]=[CH:40][CH:39]=[CH:38][CH:37]=2)=[O:34])=[CH:30][CH:31]=1)[S:10]([C:13]1[CH:14]=[C:15]([C:19]2[CH:24]=[CH:23][C:22]([F:25])=[CH:21][CH:20]=2)[CH:16]=[CH:17][CH:18]=1)(=[O:11])=[O:12]. (7) Given the reactants ClCCl.[CH3:4][O:5][C:6]1[CH:15]=[C:14]2[C:9]([C:10]([CH3:20])=[CH:11][C:12](=[O:19])[N:13]2[CH2:16][CH:17]=O)=[CH:8][CH:7]=1.[C:21]([O:25][C:26](=[O:45])[N:27]([CH2:34][C:35]1[CH:44]=[CH:43][C:38]2[O:39][CH2:40][CH2:41][O:42][C:37]=2[CH:36]=1)[CH:28]1[CH2:33][CH2:32][NH:31][CH2:30][CH2:29]1)([CH3:24])([CH3:23])[CH3:22].C(O[BH-](OC(=O)C)OC(=O)C)(=O)C.[Na+], predict the reaction product. The product is: [C:21]([O:25][C:26](=[O:45])[N:27]([CH2:34][C:35]1[CH:44]=[CH:43][C:38]2[O:39][CH2:40][CH2:41][O:42][C:37]=2[CH:36]=1)[CH:28]1[CH2:33][CH2:32][N:31]([CH2:17][CH2:16][N:13]2[C:14]3[C:9](=[CH:8][CH:7]=[C:6]([O:5][CH3:4])[CH:15]=3)[C:10]([CH3:20])=[CH:11][C:12]2=[O:19])[CH2:30][CH2:29]1)([CH3:24])([CH3:22])[CH3:23]. (8) Given the reactants Br[CH2:2][C:3]1[CH:8]=[CH:7][C:6]([CH3:9])=[C:5]([CH3:10])[CH:4]=1.C1(C(=[N:24][CH2:25][C:26]([O:28][CH2:29][CH3:30])=[O:27])C2C=CC=CC=2)C=CC=CC=1, predict the reaction product. The product is: [NH2:24][CH:25]([CH2:2][C:3]1[CH:8]=[CH:7][C:6]([CH3:9])=[C:5]([CH3:10])[CH:4]=1)[C:26]([O:28][CH2:29][CH3:30])=[O:27].